Dataset: Catalyst prediction with 721,799 reactions and 888 catalyst types from USPTO. Task: Predict which catalyst facilitates the given reaction. (1) Reactant: [Cl:1][C:2]1[CH:7]=[CH:6][C:5]([S:8][C:9]2[C:10]([C:21]3[N:22]=[C:23]([CH3:30])[C:24]([C:27]([OH:29])=O)=[N:25][CH:26]=3)=[N:11][N:12]([C:14]3[CH:15]=[N:16][CH:17]=[C:18]([F:20])[CH:19]=3)[CH:13]=2)=[CH:4][CH:3]=1.C[N:32](C(ON1N=NC2C=CC=NC1=2)=[N+](C)C)C.F[P-](F)(F)(F)(F)F.CN.CCN(C(C)C)C(C)C. Product: [Cl:1][C:2]1[CH:7]=[CH:6][C:5]([S:8][C:9]2[C:10]([C:21]3[N:22]=[C:23]([CH3:30])[C:24]([C:27]([NH2:32])=[O:29])=[N:25][CH:26]=3)=[N:11][N:12]([C:14]3[CH:15]=[N:16][CH:17]=[C:18]([F:20])[CH:19]=3)[CH:13]=2)=[CH:4][CH:3]=1. The catalyst class is: 18. (2) Reactant: [F:1][C:2]1[CH:7]=[CH:6][CH:5]=[C:4]([F:8])[C:3]=1[CH:9]([NH:12][CH2:13][C:14]1[CH:19]=[CH:18][C:17]([O:20][CH3:21])=[CH:16][CH:15]=1)[C:10]#[N:11].[C:22](Cl)(=[O:26])[C:23]([Cl:25])=O.[ClH:28].C(N(CC)CC)C. Product: [Cl:25][C:23]1[C:22](=[O:26])[N:12]([CH2:13][C:14]2[CH:15]=[CH:16][C:17]([O:20][CH3:21])=[CH:18][CH:19]=2)[C:9]([C:3]2[C:2]([F:1])=[CH:7][CH:6]=[CH:5][C:4]=2[F:8])=[C:10]([Cl:28])[N:11]=1. The catalyst class is: 159. (3) Reactant: [Br:1][C:2]1[CH:3]=[CH:4][C:5]([C:8]([CH3:12])([CH3:11])[C:9]#N)=[N:6][CH:7]=1.CC(C[AlH]CC(C)C)C.Cl.C([O-])(O)=[O:24].[Na+]. Product: [Br:1][C:2]1[CH:3]=[CH:4][C:5]([C:8]([CH3:12])([CH3:11])[CH:9]=[O:24])=[N:6][CH:7]=1. The catalyst class is: 4. (4) Reactant: [Li]CCCC.Br[C:7]1[CH:12]=[CH:11][N:10]=[C:9]([N:13]([CH3:15])[CH3:14])[CH:8]=1.[CH2:16]([N:23]([CH3:31])[CH:24]1[CH2:29][CH2:28][C:27](=[O:30])[CH2:26][CH2:25]1)[C:17]1[CH:22]=[CH:21][CH:20]=[CH:19][CH:18]=1. Product: [CH2:16]([N:23]([CH3:31])[CH:24]1[CH2:29][CH2:28][C:27]([C:7]2[CH:12]=[CH:11][N:10]=[C:9]([N:13]([CH3:15])[CH3:14])[CH:8]=2)([OH:30])[CH2:26][CH2:25]1)[C:17]1[CH:22]=[CH:21][CH:20]=[CH:19][CH:18]=1. The catalyst class is: 27. (5) Reactant: [F:1][C:2]1[CH:3]=[C:4]2[C:8](=[CH:9][CH:10]=1)[NH:7][C:6](=[O:11])[CH2:5]2.C[Si]([N-][Si](C)(C)C)(C)C.[Li+].[CH2:22]([CH:24]1[C:28]2[S:29][CH:30]=[CH:31][C:27]=2[C:26](=O)[O:25]1)C.Cl. Product: [F:1][C:2]1[CH:3]=[C:4]2[C:8](=[CH:9][CH:10]=1)[NH:7][C:6](=[O:11])[C:5]2=[C:26]1[O:25][CH:24]([CH3:22])[C:28]2[S:29][CH:30]=[CH:31][C:27]1=2. The catalyst class is: 1. (6) Reactant: [F:1][C:2]([F:18])([F:17])[CH:3]([OH:16])[CH2:4][C:5]1([C:10]2[CH:15]=[CH:14][CH:13]=[CH:12][CH:11]=2)[O:9][CH2:8][CH2:7][O:6]1.C[Si](C)(C)[N-][Si](C)(C)C.[Li+].[F:29][C:30]([F:44])([S:40](F)(=[O:42])=[O:41])[C:31](=[O:39])[NH:32][C:33]1[CH:38]=[CH:37][CH:36]=[CH:35][CH:34]=1. Product: [F:44][C:30]([F:29])([S:40]([O:16][CH:3]([CH2:4][C:5]1([C:10]2[CH:15]=[CH:14][CH:13]=[CH:12][CH:11]=2)[O:6][CH2:7][CH2:8][O:9]1)[C:2]([F:1])([F:17])[F:18])(=[O:42])=[O:41])[C:31](=[O:39])[NH:32][C:33]1[CH:38]=[CH:37][CH:36]=[CH:35][CH:34]=1. The catalyst class is: 1.